Dataset: Peptide-MHC class II binding affinity with 134,281 pairs from IEDB. Task: Regression. Given a peptide amino acid sequence and an MHC pseudo amino acid sequence, predict their binding affinity value. This is MHC class II binding data. (1) The peptide sequence is NYELSKKAVIFTPIY. The MHC is DRB5_0101 with pseudo-sequence DRB5_0101. The binding affinity (normalized) is 0.144. (2) The peptide sequence is KNYEHIAAYHFDLSG. The MHC is DRB3_0101 with pseudo-sequence DRB3_0101. The binding affinity (normalized) is 0.584. (3) The peptide sequence is VIDVKLVDANGTLHD. The MHC is HLA-DQA10201-DQB10202 with pseudo-sequence HLA-DQA10201-DQB10202. The binding affinity (normalized) is 0. (4) The peptide sequence is VIPANWKPDTVYTSK. The MHC is DRB4_0101 with pseudo-sequence DRB4_0103. The binding affinity (normalized) is 0.200. (5) The peptide sequence is RLSRQKLAFLVQTEP. The MHC is DRB1_0101 with pseudo-sequence DRB1_0101. The binding affinity (normalized) is 0.432. (6) The binding affinity (normalized) is 0.710. The MHC is DRB3_0101 with pseudo-sequence DRB3_0101. The peptide sequence is TFWMGSHEVNGTWMI.